This data is from Full USPTO retrosynthesis dataset with 1.9M reactions from patents (1976-2016). The task is: Predict the reactants needed to synthesize the given product. (1) Given the product [C:1]([N:4]1[CH2:9][CH2:8][N:7]([C:10]2[CH:15]=[N:14][C:13]([CH2:16][CH2:17][C:18]3[CH:23]=[CH:22][C:21]([CH2:24][Cl:28])=[CH:20][CH:19]=3)=[CH:12][CH:11]=2)[CH2:6][CH2:5]1)(=[O:3])[CH3:2], predict the reactants needed to synthesize it. The reactants are: [C:1]([N:4]1[CH2:9][CH2:8][N:7]([C:10]2[CH:11]=[CH:12][C:13]([CH2:16][CH2:17][C:18]3[CH:23]=[CH:22][C:21]([CH2:24]O)=[CH:20][CH:19]=3)=[N:14][CH:15]=2)[CH2:6][CH2:5]1)(=[O:3])[CH3:2].S(Cl)([Cl:28])=O. (2) Given the product [Si:1]([O:8][CH2:9][CH2:10][O:11][CH2:12][C:13]1[CH:14]=[N:15][C:16]2[C:21]([CH:22]=1)=[CH:20][CH:19]=[C:18]([NH2:23])[CH:17]=2)([C:4]([CH3:7])([CH3:6])[CH3:5])([CH3:3])[CH3:2], predict the reactants needed to synthesize it. The reactants are: [Si:1]([O:8][CH2:9][CH2:10][O:11][CH2:12][C:13]1[CH:14]=[N:15][C:16]2[C:21]([CH:22]=1)=[CH:20][CH:19]=[C:18]([NH:23]C(=O)OCC1C=CC=CC=1)[CH:17]=2)([C:4]([CH3:7])([CH3:6])[CH3:5])([CH3:3])[CH3:2]. (3) Given the product [C:47]([O:51][CH2:52][CH2:53][O:54][C:2]1[C:10]2[C:5](=[N:6][CH:7]=[CH:8][C:9]=2[N:11]2[CH2:16][CH2:15][N:14]([C:17]([O:19][C:20]([CH3:23])([CH3:22])[CH3:21])=[O:18])[CH2:13][CH2:12]2)[N:4]([CH2:24][C:25]2[CH:30]=[CH:29][C:28]([O:31][CH3:32])=[CH:27][CH:26]=2)[N:3]=1)([CH3:50])([CH3:49])[CH3:48], predict the reactants needed to synthesize it. The reactants are: I[C:2]1[C:10]2[C:5](=[N:6][CH:7]=[CH:8][C:9]=2[N:11]2[CH2:16][CH2:15][N:14]([C:17]([O:19][C:20]([CH3:23])([CH3:22])[CH3:21])=[O:18])[CH2:13][CH2:12]2)[N:4]([CH2:24][C:25]2[CH:30]=[CH:29][C:28]([O:31][CH3:32])=[CH:27][CH:26]=2)[N:3]=1.N1C2C(=CC=C3C=2N=CC=C3)C=CC=1.[C:47]([O:51][CH2:52][CH2:53][OH:54])([CH3:50])([CH3:49])[CH3:48].[F-].[K+]. (4) Given the product [F:2][CH2:3][CH2:4][O:5][CH2:6][CH2:7][O:8][CH2:9][CH2:10][O:11][C:12]1[CH:13]=[C:14]2[C:19](=[CH:20][CH:21]=1)[CH:18]=[C:17]([C:22]1[CH:27]=[CH:26][C:25]([NH2:28])=[CH:24][CH:23]=1)[CH:16]=[CH:15]2, predict the reactants needed to synthesize it. The reactants are: Cl.[F:2][CH2:3][CH2:4][O:5][CH2:6][CH2:7][O:8][CH2:9][CH2:10][O:11][C:12]1[CH:21]=[CH:20][C:19]2[C:14](=[CH:15][CH:16]=[C:17]([C:22]3[CH:27]=[CH:26][C:25]([N+:28]([O-])=O)=[CH:24][CH:23]=3)[CH:18]=2)[CH:13]=1.[OH-].[Na+].